Dataset: Forward reaction prediction with 1.9M reactions from USPTO patents (1976-2016). Task: Predict the product of the given reaction. Given the reactants [F:1][C:2]1[CH:3]=[CH:4][C:5]([S:31]([CH3:34])(=[O:33])=[O:32])=[C:6]([C:8]2[N:13]=[C:12](S(C)(=O)=O)[N:11]=[C:10]([C:18]3[CH:23]=[CH:22][C:21]([NH:24][C:25]([NH:27][CH2:28][CH2:29][OH:30])=[O:26])=[CH:20][CH:19]=3)[CH:9]=2)[CH:7]=1.CCN(C(C)C)C(C)C.[NH:44]1[CH2:49][CH2:48][O:47][CH2:46][CH2:45]1, predict the reaction product. The product is: [F:1][C:2]1[CH:3]=[CH:4][C:5]([S:31]([CH3:34])(=[O:32])=[O:33])=[C:6]([C:8]2[N:13]=[C:12]([N:44]3[CH2:49][CH2:48][O:47][CH2:46][CH2:45]3)[N:11]=[C:10]([C:18]3[CH:19]=[CH:20][C:21]([NH:24][C:25]([NH:27][CH2:28][CH2:29][OH:30])=[O:26])=[CH:22][CH:23]=3)[CH:9]=2)[CH:7]=1.